From a dataset of Catalyst prediction with 721,799 reactions and 888 catalyst types from USPTO. Predict which catalyst facilitates the given reaction. (1) Reactant: [Cl:1][C:2]1[C:3]2[C:10](I)=[CH:9][N:8]([CH2:12][O:13][CH2:14][CH2:15][Si:16]([CH3:19])([CH3:18])[CH3:17])[C:4]=2[N:5]=[CH:6][N:7]=1.[C:20]([C:22]1[CH:23]=[C:24](B(O)O)[CH:25]=[CH:26][CH:27]=1)#[N:21].C(=O)([O-])[O-].[K+].[K+]. Product: [Cl:1][C:2]1[C:3]2[C:10]([C:26]3[CH:27]=[C:22]([CH:23]=[CH:24][CH:25]=3)[C:20]#[N:21])=[CH:9][N:8]([CH2:12][O:13][CH2:14][CH2:15][Si:16]([CH3:19])([CH3:18])[CH3:17])[C:4]=2[N:5]=[CH:6][N:7]=1. The catalyst class is: 622. (2) Reactant: Cl[C:2]([O:4][CH3:5])=[O:3].[Br:6][C:7]1[CH:17]=[CH:16][C:10]2[CH2:11][CH2:12][NH:13][CH2:14][CH2:15][C:9]=2[CH:8]=1.C(N(CC)CC)C.O. Product: [CH3:5][O:4][C:2]([N:13]1[CH2:14][CH2:15][C:9]2[CH:8]=[C:7]([Br:6])[CH:17]=[CH:16][C:10]=2[CH2:11][CH2:12]1)=[O:3]. The catalyst class is: 4. (3) Reactant: C[O:2][C:3]([C:5]1[CH:6]=[C:7]([C:12]2[CH:17]=[CH:16][C:15]([C:18]#[N:19])=[CH:14][CH:13]=2)[C:8]([CH3:11])=[CH:9][CH:10]=1)=[O:4].[OH-].[Na+].Cl. Product: [C:18]([C:15]1[CH:16]=[CH:17][C:12]([C:7]2[C:8]([CH3:11])=[CH:9][CH:10]=[C:5]([C:3]([OH:4])=[O:2])[CH:6]=2)=[CH:13][CH:14]=1)#[N:19]. The catalyst class is: 38. (4) Reactant: FC(F)(F)C(O)=O.C(OC([N:15]1[CH2:20][CH2:19][N:18]([C:21]([C@H:23]2[CH2:28][CH2:27][C@H:26]([CH2:29][N:30]3[C:34]4[CH:35]=[C:36]([O:39][CH3:40])[CH:37]=[CH:38][C:33]=4[N:32]([CH3:41])[C:31]3=[O:42])[CH2:25][CH2:24]2)=[O:22])[CH2:17][CH2:16]1)=O)(C)(C)C. Product: [CH3:40][O:39][C:36]1[CH:37]=[CH:38][C:33]2[N:32]([CH3:41])[C:31](=[O:42])[N:30]([CH2:29][C@H:26]3[CH2:27][CH2:28][C@H:23]([C:21]([N:18]4[CH2:17][CH2:16][NH:15][CH2:20][CH2:19]4)=[O:22])[CH2:24][CH2:25]3)[C:34]=2[CH:35]=1. The catalyst class is: 2. (5) Reactant: [CH3:1][S:2]([OH:5])(=[O:4])=[O:3].[Si]([O:13][CH2:14][CH2:15][N:16]([C:44]#[N:45])[C:17]1[CH:22]=[CH:21][C:20]([N:23]2[CH2:28][CH2:27][C:26]3[C:29]([C:40]([NH2:42])=[O:41])=[N:30][N:31]([C:32]4[CH:37]=[CH:36][C:35]([O:38][CH3:39])=[CH:34][CH:33]=4)[C:25]=3[C:24]2=[O:43])=[CH:19][CH:18]=1)(C(C)(C)C)(C)C.C(OCC)C. Product: [CH3:1][S:2]([OH:5])(=[O:4])=[O:3].[NH:45]=[C:44]1[N:16]([C:17]2[CH:22]=[CH:21][C:20]([N:23]3[CH2:28][CH2:27][C:26]4[C:29]([C:40]([NH2:42])=[O:41])=[N:30][N:31]([C:32]5[CH:37]=[CH:36][C:35]([O:38][CH3:39])=[CH:34][CH:33]=5)[C:25]=4[C:24]3=[O:43])=[CH:19][CH:18]=2)[CH2:15][CH2:14][O:13]1. The catalyst class is: 10. (6) Reactant: C[O:2][C:3]1[CH:4]=[C:5]([C:8]([O:11][CH2:12][C:13]2[C:14]([C:19]3[NH:23][N:22]=[CH:21][C:20]=3[CH3:24])=[N:15][CH:16]=[CH:17][CH:18]=2)=[CH:9][N:10]=1)[CH:6]=[O:7].Cl.[OH-].[Na+]. Product: [CH3:24][C:20]1[CH:21]=[N:22][NH:23][C:19]=1[C:14]1[C:13]([CH2:12][O:11][C:8]2[C:5]([CH:6]=[O:7])=[CH:4][C:3](=[O:2])[NH:10][CH:9]=2)=[CH:18][CH:17]=[CH:16][N:15]=1. The catalyst class is: 6.